This data is from Forward reaction prediction with 1.9M reactions from USPTO patents (1976-2016). The task is: Predict the product of the given reaction. (1) Given the reactants [C:1]([O:5][C:6](=[O:26])[NH:7][C@H:8]([CH2:13][NH:14][C:15]1[CH:24]=[CH:23][C:22]2[C:17](=[CH:18][CH:19]=[C:20](Br)[CH:21]=2)[CH:16]=1)[C@@H:9]([CH3:12])[CH2:10][CH3:11])([CH3:4])([CH3:3])[CH3:2].[CH:27]1(B2OC(C)(C)C(C)(C)O2)[CH2:29][CH2:28]1.[O-]P([O-])([O-])=O.[K+].[K+].[K+].COCCOC, predict the reaction product. The product is: [C:1]([O:5][C:6](=[O:26])[NH:7][C@H:8]([CH2:13][NH:14][C:15]1[CH:24]=[CH:23][C:22]2[C:17](=[CH:18][CH:19]=[C:20]([CH:27]3[CH2:29][CH2:28]3)[CH:21]=2)[CH:16]=1)[C@@H:9]([CH3:12])[CH2:10][CH3:11])([CH3:4])([CH3:3])[CH3:2]. (2) Given the reactants C[O:2][C:3](=[O:33])[CH2:4][N:5]1[C:13]2[C:8](=[CH:9][C:10]([F:14])=[CH:11][CH:12]=2)[C:7]([CH2:15][C:16]2[C:17]([S:22](=[O:31])(=[O:30])[NH:23][C:24]3[CH:29]=[CH:28][CH:27]=[CH:26][CH:25]=3)=[N:18][CH:19]=[CH:20][CH:21]=2)=[C:6]1[CH3:32].[OH-].[Na+], predict the reaction product. The product is: [F:14][C:10]1[CH:9]=[C:8]2[C:13](=[CH:12][CH:11]=1)[N:5]([CH2:4][C:3]([OH:33])=[O:2])[C:6]([CH3:32])=[C:7]2[CH2:15][C:16]1[C:17]([S:22](=[O:31])(=[O:30])[NH:23][C:24]2[CH:25]=[CH:26][CH:27]=[CH:28][CH:29]=2)=[N:18][CH:19]=[CH:20][CH:21]=1.